Dataset: Forward reaction prediction with 1.9M reactions from USPTO patents (1976-2016). Task: Predict the product of the given reaction. (1) Given the reactants [Cl-].O[NH3+:3].[C:4](=[O:7])([O-])[OH:5].[Na+].CS(C)=O.[CH2:13]([C:15]1[N:16]([C:40]2[CH:41]=[CH:42][C:43]3[O:47][CH:46]([CH3:48])[CH2:45][C:44]=3[CH:49]=2)[C:17](=[O:39])[C:18]([CH2:24][C:25]2[CH:30]=[CH:29][C:28]([C:31]3[C:32]([C:37]#[N:38])=[CH:33][CH:34]=[CH:35][CH:36]=3)=[CH:27][CH:26]=2)=[C:19]([CH2:21][CH2:22][CH3:23])[N:20]=1)[CH3:14], predict the reaction product. The product is: [CH2:13]([C:15]1[N:16]([C:40]2[CH:41]=[CH:42][C:43]3[O:47][CH:46]([CH3:48])[CH2:45][C:44]=3[CH:49]=2)[C:17](=[O:39])[C:18]([CH2:24][C:25]2[CH:26]=[CH:27][C:28]([C:31]3[CH:36]=[CH:35][CH:34]=[CH:33][C:32]=3[C:37]3[NH:3][C:4](=[O:7])[O:5][N:38]=3)=[CH:29][CH:30]=2)=[C:19]([CH2:21][CH2:22][CH3:23])[N:20]=1)[CH3:14]. (2) Given the reactants [Cl:1][C:2]1[CH:3]=[C:4]([N:9]2[C:13]([C:14]3[CH:19]=[C:18]([F:20])[CH:17]=[C:16]([Cl:21])[CH:15]=3)=[CH:12][C:11](C3C4CNC(=O)C=4C=CN=3)=[N:10]2)[CH:5]=[CH:6][C:7]=1[F:8].ClC1C2CNC(=O)C=2C=CN=1.Br[C:44]1[CH:52]=[CH:51][CH:50]=[C:49]2[C:45]=1[CH2:46][NH:47][C:48]2=[O:53], predict the reaction product. The product is: [Cl:1][C:2]1[CH:3]=[C:4]([N:9]2[C:13]([C:14]3[CH:19]=[C:18]([F:20])[CH:17]=[C:16]([Cl:21])[CH:15]=3)=[CH:12][C:11]([C:44]3[CH:52]=[CH:51][CH:50]=[C:49]4[C:45]=3[CH2:46][NH:47][C:48]4=[O:53])=[N:10]2)[CH:5]=[CH:6][C:7]=1[F:8]. (3) Given the reactants [C:1]([Si:5]([C:21]1[CH:26]=[CH:25][CH:24]=[CH:23][CH:22]=1)([C:15]1[CH:20]=[CH:19][CH:18]=[CH:17][CH:16]=1)[O:6][C@@H:7]1[CH2:11][C@H:10]([C:12]#[N:13])[C@@H:9]([OH:14])[CH2:8]1)([CH3:4])([CH3:3])[CH3:2].[CH3:27]I, predict the reaction product. The product is: [C:1]([Si:5]([C:21]1[CH:22]=[CH:23][CH:24]=[CH:25][CH:26]=1)([C:15]1[CH:20]=[CH:19][CH:18]=[CH:17][CH:16]=1)[O:6][C@@H:7]1[CH2:11][C@H:10]([C:12]#[N:13])[C@@H:9]([O:14][CH3:27])[CH2:8]1)([CH3:4])([CH3:2])[CH3:3]. (4) Given the reactants [CH:1]([N:4]1[C:8]([C:9]2[N:10]=[C:11]3[C:17]4[CH:18]=[CH:19][C:20]([CH2:22][C:23]([O:25]C)=[O:24])=[CH:21][C:16]=4[O:15][CH2:14][CH2:13][N:12]3[CH:27]=2)=[N:7][CH:6]=[N:5]1)([CH3:3])[CH3:2].[OH-].[Li+].[CH3:30]O, predict the reaction product. The product is: [CH:1]([N:4]1[C:8]([C:9]2[N:10]=[C:11]3[C:17]4[CH:18]=[CH:19][C:20]([CH2:22][C:23]([OH:25])=[O:24])=[CH:21][C:16]=4[O:15][CH2:14][CH2:13][N:12]3[CH:27]=2)=[N:7][C:6]([CH3:30])=[N:5]1)([CH3:3])[CH3:2]. (5) Given the reactants O[Li:2].O.[CH3:4][O:5][C:6]([NH:8][CH2:9][CH2:10][O:11][CH:12]([C:23]1[CH:28]=[CH:27][CH:26]=[CH:25][CH:24]=1)[C:13]1[CH:14]=[C:15]([CH:20]=[CH:21][CH:22]=1)[C:16]([O:18]C)=[O:17])=[O:7], predict the reaction product. The product is: [CH3:4][O:5][C:6]([NH:8][CH2:9][CH2:10][O:11][CH:12]([C:23]1[CH:28]=[CH:27][CH:26]=[CH:25][CH:24]=1)[C:13]1[CH:14]=[C:15]([CH:20]=[CH:21][CH:22]=1)[C:16]([O-:18])=[O:17])=[O:7].[Li+:2]. (6) Given the reactants [CH:10]1[C:9]([S:8][S:8][C:9]2[CH:14]=[CH:13][C:12]([Cl:15])=[CH:11][CH:10]=2)=[CH:14][CH:13]=[C:12]([Cl:15])[CH:11]=1.[BH4-].[Na+].I[CH:20]([CH3:22])[CH3:21].O, predict the reaction product. The product is: [Cl:15][C:12]1[CH:11]=[CH:10][C:9]([S:8][CH:20]([CH3:22])[CH3:21])=[CH:14][CH:13]=1. (7) Given the reactants [F:1][C:2]([F:31])([F:30])[O:3][C:4]1[CH:9]=[CH:8][C:7]([C:10]2([CH:19]3[CH2:24][CH2:23][N:22]([CH:25]([CH3:29])[CH2:26][CH2:27][NH2:28])[CH2:21][CH2:20]3)[O:14][C:13]3[CH:15]=[CH:16][CH:17]=[CH:18][C:12]=3[O:11]2)=[CH:6][CH:5]=1.[CH3:32][C:33]1[N:41]=[CH:40][CH:39]=[C:38]([CH3:42])[C:34]=1[C:35](O)=[O:36], predict the reaction product. The product is: [CH3:32][C:33]1[N:41]=[CH:40][CH:39]=[C:38]([CH3:42])[C:34]=1[C:35]([NH:28][CH2:27][CH2:26][CH:25]([N:22]1[CH2:21][CH2:20][CH:19]([C:10]2([C:7]3[CH:8]=[CH:9][C:4]([O:3][C:2]([F:1])([F:30])[F:31])=[CH:5][CH:6]=3)[O:14][C:13]3[CH:15]=[CH:16][CH:17]=[CH:18][C:12]=3[O:11]2)[CH2:24][CH2:23]1)[CH3:29])=[O:36].